Dataset: B-cell epitopes from IEDB database with 3,159 antigens for binding position prediction. Task: Token-level Classification. Given an antigen amino acid sequence, predict which amino acid positions are active epitope sites capable of antibody binding. Output is a list of indices for active positions. (1) Given the antigen sequence: MRVMGIQRNCQHLFRWGTMILGMIIICSAAENLWVTVYYGVPVWKDAETTLFCASDAKAYETEKHNVWATHACVPTDPNPQEIHLENVTEEFNMWKNNMVEQMHTDIISLWDQSLKPCVKLTPLCVTLQCTNVTNNITDDMRGELKNCSFNMTTELRDKKQKVYSLFYRLDVVQINENQGNRSNNSNKEYRLINCNTSAITQACPKVSFEPIPIHYCAPAGFAILKCKDKKFNGTGPCPSVSTVQCTHGIKPVVSTQLLLNGSLAEEEVMIRSENITNNAKNILVQFNTPVQINCTRPNNNTRKSIRIGPGQAFYATGDIIGDIRQAHCTVSKATWNETLGKVVKQLRKHFGNNTIIRFANSSGGDLEVTTHSFNCGGEFFYCNTSGLFNSTWISNTSVQGSNSTGSNDSITLPCRIKQIINMWQRIGQAMYAPPIQGVIRCVSNITGLILTRDGGSTNSTTETFRPGGGDMRDNWRSELYKYKVVKIEPLGVAPTRAKR..., which amino acid positions are active epitope sites? The epitope positions are: [508, 509, 510, 511, 512, 513, 514, 515, 516]. The amino acids at these positions are: AVGIGAVFL. (2) Given the antigen sequence: MSFSKTTSLASLALTGLFVVFKFALASTTETPAPIECTAGATKTVEAPSSGSVVFQCGDKLTISPSGEGDVFYGKECTDSRKLTTVLPGAPAGRNNDGGSSAPTPKDCKLIVRVPGADGRVTSGFDPVSLTGKVLAPGLAGLLITFV, which amino acid positions are active epitope sites? The epitope positions are: [90, 91, 92, 93, 94, 95, 96, 97, 98, 99, 100, 101, 102, 103, 104, 105]. The amino acids at these positions are: PAGRNNDGGSSAPTPK. (3) Given the antigen sequence: MTNKCLLQIALLLCFSTTALSMSYNLLGFLQRSSNFQCQKLLWQLNGRLEYCLKDRMNFDIPEEIKQLQQFQKEDAALTIYEMLQNIFAIFRQDSSSTGWNETIVENLLANVYHQINHLKTVLEEKLEKEDFTRGKLMSSLHLKRYYGRILHYLKAKEYSHCAWTIVRVEILRNFYFINRLTGYLRN, which amino acid positions are active epitope sites? The epitope positions are: [54, 55, 56, 57, 58, 59, 60, 61, 62, 63, 64, 65, 66, 67, 68]. The amino acids at these positions are: DRMNFDIPEEIKQLQ. (4) Given the antigen sequence: MALVLEIFTLLASICWVSANIFEYQVDAQPLRPCELQRETAFLKQADYVPQCAEDGSFQTVQCQNDGRSCWCVGANGSEVLGSRQPGRPVACLSFCQLQKQQILLSGYINSTDTSYLPQCQDSGDYAPVQCDVQQVQCWCVDAEGMEVYGTRQLGRPKRCPRSCEIRNRRLLHGVGDKSPPQCSAEGEFMPVQCKFVNTTDMMIFDLVHSYNRFPDAFVTFSSFQRRFPEVSGYCHCADSQGRELAETGLELLLDEIYDTIFAGLDLPSTFTETTLYRILQRRFLAVQSVISGRFRCPTKCEVERFTATSFGHPYVPSCRRNGDYQAVQCQTEGPCWCVDAQGKEMHGTRQQGEPPSCAEGQSCASERQQALSRLYFGTSGYFSQHDLFSSPEKRWASPRVARFATSCPPTIKELFVDSGLLRPMVEGQSQQFSVSENLLKEAIRAIFPSRGLARLALQFTTNPKRLQQNLFGGKFLVNVGQFNLSGALGTRGTFNFSQF..., which amino acid positions are active epitope sites? The epitope positions are: [2226, 2227, 2228, 2229, 2230, 2231, 2232, 2233, 2234, 2235, 2236, 2237, 2238, 2239, 2240, 2241, 2242, 2243, 2244, 2245]. The amino acids at these positions are: QFLGVPYAAPPLAERRFQAP. (5) Given the antigen sequence: IGTASRPSEVCMVDGTDMCLADFHAGIFMKGQEHAVFACVTSDGWYAIDDEDFYPWTPDPSDVLVFVPYDQEPLNGDWKTQVQKKLKGAGQSSPATGSQNQSGNTGSIINNYYMQQYQNSMSTQLGDNTISGGSNEGSTDTTSTHTTNTQNNDWFSKLASSAFTGLFGALLADKKTEETTLLEDRILTTRNGHTTSTTQSSVGVTYGYSTEEDHVAGPNTSGLETRVVQAERFFKKFLFDWTTDKPFGYLTKLELPTDHHGVFGHLVDSYAYMRNGWDVEVCAVGNQFNGGCLLVAMVPEWKAFDTREKYQLTLFPHQFISPRTNMTAHITVPYLGVNRYDQYKKHKPWTLVVMVLSPLTVSNTAAPQIKVYANIAPTYVHVAGELPSKEGIFPVACADGYGGLVTTDPKTADPVYGKVYNPPKTNYPGRFTNLLDVAEACPTFLRFDDGKPYVVTRADDTRLLAKFDVSLAAKHMSNTYLSGIAQYYTQYSGTINLHFM..., which amino acid positions are active epitope sites? The epitope positions are: [612, 613, 614, 615, 616, 617]. The amino acids at these positions are: TTTGES. (6) Given the antigen sequence: MKLFAFIFICVKSCSLLFMLNGNPKPEQLNKASEFTGLMDNMRYLYDDKHVSEINIKAQEKFLQHDLLFKINGSKIDGSKILKTEFNNNSLSDKYKNKNIDLFGTNYYYQCYFSADNMELNDGRLIEKTCMYGGVTEHDGNQIDKNNSTDNSHNILIKVFENERNSLSFDIPTNKKNITAQEIDYKVRNYLLKHKNLYEFNSSPYETGYIKFIEGNGHSFWYDMMPESGEKFYPTKYLLIYNDNKTVESKSINVEVHLTKK, which amino acid positions are active epitope sites? The epitope positions are: [120, 121, 122, 123, 124, 125, 126, 127, 128, 129, 130, 131, 132, 133, 134, 135, 136, 137]. The amino acids at these positions are: NDGRLIEKTCMYGGVTEH. (7) Given the antigen sequence: MSFSKTTSLASLALTGLFVVFKFALASTTETPAPIECTAGATKTVDAPSSGSVVFQCGDKLTISPSGEGDVFYGKECTDSRKLTTVLPGAPAGRNNDGSSAPTPKDCKLIVRVPGADGRVTSGFDPVSLTGKVLAPGLAGLLITFV, which amino acid positions are active epitope sites? The epitope positions are: [93, 94, 95, 96, 97, 98, 99, 100, 101]. The amino acids at these positions are: RNNDGSSAP. (8) Given the antigen sequence: MGAQVSTQKTGAHETSLSATGNSIIHYTNINYYKDAASNSANRQDFTQDPSKFTEPVKDVMIKSLPALNSPTVEECGYSDRVRSITLGNSTITTQECANVVVGYGVWPDYLSDEEATAEDQPTQLDVATCRFYTLNSEKW, which amino acid positions are active epitope sites? The epitope positions are: [59, 60, 61, 62, 63, 64, 65, 66, 67, 68, 69, 70, 71, 72, 73, 74]. The amino acids at these positions are: VMIKSLPALNSPTVEE. (9) Given the antigen sequence: VTALARSIAKEGFEKISKGANPVEIRRGVMLVVDVVIAELKKQSKPVTTPEEIAQVATISANGDKEIGNISDAMKKVGRKGVITVKDGKTLNDELEIIEGIKFDRGYISPYFINTSKGQKCEFQDAYVLLSEKKISSVQSVVPALEIANAHRKPLVIIAEDVDGEALSTLVLNRLKVGLQDVAI, which amino acid positions are active epitope sites? The epitope positions are: [112, 113, 114, 115, 116, 117, 118, 119, 120, 121, 122, 123, 124, 125, 126]. The amino acids at these positions are: INTSKGQKCEFQDAY.